From a dataset of Full USPTO retrosynthesis dataset with 1.9M reactions from patents (1976-2016). Predict the reactants needed to synthesize the given product. (1) Given the product [O:32]1[CH:31]=[CH:30][CH:29]=[C:28]1[CH2:27][NH:33][C:12]([C:9]1[CH:10]=[C:11]2[C:6]([CH:5]=[CH:4][N:3]([CH2:15][C:16]3[CH:21]=[CH:20][C:19]([C:22]4[N:23]=[N:24][NH:25][N:26]=4)=[CH:18][CH:17]=3)[C:2]2=[O:1])=[CH:7][CH:8]=1)=[O:14], predict the reactants needed to synthesize it. The reactants are: [O:1]=[C:2]1[C:11]2[C:6](=[CH:7][CH:8]=[C:9]([C:12]([OH:14])=O)[CH:10]=2)[CH:5]=[CH:4][N:3]1[CH2:15][C:16]1[CH:21]=[CH:20][C:19]([C:22]2[N:23]=[N:24][NH:25][N:26]=2)=[CH:18][CH:17]=1.[CH2:27]([NH2:33])[C:28]1[O:32][CH:31]=[CH:30][CH:29]=1. (2) Given the product [NH2:4][C:3]1[CH:5]=[C:6]([C:9]([F:12])([F:11])[F:10])[CH:7]=[CH:8][C:2]=1[N:13]1[CH2:17][CH2:16][CH2:15][C:14]1=[O:18], predict the reactants needed to synthesize it. The reactants are: Br[C:2]1[CH:8]=[CH:7][C:6]([C:9]([F:12])([F:11])[F:10])=[CH:5][C:3]=1[NH2:4].[NH:13]1[CH2:17][CH2:16][CH2:15][C:14]1=[O:18].C(N)CN.C(=O)([O-])[O-].[K+].[K+]. (3) Given the product [CH2:1]([N:8]1[C:9]2[CH:10]=[C:11]([C:26]3[C:27]([CH3:32])=[N:28][O:29][C:30]=3[CH3:31])[CH:12]=[C:13]([C:24]#[N:25])[C:14]=2[C:15]2[C:20]1=[CH:19][C:18]([C:21]([N:55]1[CH2:60][CH2:59][O:58][CH2:57][CH2:56]1)=[O:23])=[CH:17][CH:16]=2)[C:2]1[CH:7]=[CH:6][CH:5]=[CH:4][CH:3]=1, predict the reactants needed to synthesize it. The reactants are: [CH2:1]([N:8]1[C:20]2[CH:19]=[C:18]([C:21]([OH:23])=O)[CH:17]=[CH:16][C:15]=2[C:14]2[C:9]1=[CH:10][C:11]([C:26]1[C:27]([CH3:32])=[N:28][O:29][C:30]=1[CH3:31])=[CH:12][C:13]=2[C:24]#[N:25])[C:2]1[CH:7]=[CH:6][CH:5]=[CH:4][CH:3]=1.CN(C(ON1N=NC2C=CC=CC1=2)=[N+](C)C)C.[B-](F)(F)(F)F.[NH:55]1[CH2:60][CH2:59][O:58][CH2:57][CH2:56]1. (4) Given the product [CH3:1][C:2]1[C:7]([CH3:8])=[CH:6][C:5]([CH3:9])=[CH:4][C:3]=1[O:10][CH2:12][CH2:13][CH2:14][C:15]([O:17][CH2:18][CH3:19])=[O:16], predict the reactants needed to synthesize it. The reactants are: [CH3:1][C:2]1[C:7]([CH3:8])=[CH:6][C:5]([CH3:9])=[CH:4][C:3]=1[OH:10].Br[CH2:12][CH2:13][CH2:14][C:15]([O:17][CH2:18][CH3:19])=[O:16].C(=O)([O-])[O-].[K+].[K+].CN(C)C=O.